This data is from Forward reaction prediction with 1.9M reactions from USPTO patents (1976-2016). The task is: Predict the product of the given reaction. (1) Given the reactants [N:1]1[CH:6]=[CH:5][N:4]=[CH:3][C:2]=1[NH2:7].Br[CH2:9][CH:10](OCC)OCC.Br, predict the reaction product. The product is: [N:7]1[CH:9]=[CH:10][N:1]2[CH:6]=[CH:5][N:4]=[CH:3][C:2]=12. (2) The product is: [CH2:1]([O:52][C@@H:21]1[C@H:20]([CH2:19][O:18][Si:11]([C:14]([CH3:15])([CH3:16])[CH3:17])([CH3:13])[CH3:12])[O:25][C@@H:24]([O:26][C@@H:27]2[C@H:32]3[CH2:33][O:34][C@H:30]([O:31]3)[C@H:29]([N:35]=[N+:36]=[N-:37])[C@H:28]2[O:38][CH3:39])[C@H:23]([O:40][CH2:41][C:42]2[CH:47]=[CH:46][C:45]([O:48][CH3:49])=[CH:44][CH:43]=2)[C@H:22]1[O:50][CH3:51])[C:2]1[CH:7]=[CH:6][CH:5]=[CH:4][CH:3]=1. Given the reactants [CH2:1](Br)[C:2]1[CH:7]=[CH:6][CH:5]=[CH:4][CH:3]=1.[H-].[Na+].[Si:11]([O:18][CH2:19][C@@H:20]1[O:25][C@@H:24]([O:26][C@@H:27]2[C@H:32]3[CH2:33][O:34][C@H:30]([O:31]3)[C@H:29]([N:35]=[N+:36]=[N-:37])[C@H:28]2[O:38][CH3:39])[C@H:23]([O:40][CH2:41][C:42]2[CH:47]=[CH:46][C:45]([O:48][CH3:49])=[CH:44][CH:43]=2)[C@@H:22]([O:50][CH3:51])[C@@H:21]1[OH:52])([C:14]([CH3:17])([CH3:16])[CH3:15])([CH3:13])[CH3:12].CO, predict the reaction product. (3) Given the reactants Cl[C:2]1[C:3]2[CH2:16][CH2:15][N:14]([C:17]3[CH:18]=[N:19][CH:20]=[CH:21][CH:22]=3)[C:4]=2[N:5]=[C:6]([N:8]2[CH2:13][CH2:12][O:11][CH2:10][CH2:9]2)[N:7]=1.[C:23]([NH:30][CH2:31][C:32]1[CH:37]=[CH:36][C:35](B(O)O)=[CH:34][CH:33]=1)([O:25][C:26]([CH3:29])([CH3:28])[CH3:27])=[O:24].B(O)O, predict the reaction product. The product is: [C:26]([O:25][C:23]([NH:30][CH2:31][C:32]1[CH:37]=[CH:36][C:35]([C:2]2[C:3]3[CH2:16][CH2:15][N:14]([C:17]4[CH:18]=[N:19][CH:20]=[CH:21][CH:22]=4)[C:4]=3[N:5]=[C:6]([N:8]3[CH2:13][CH2:12][O:11][CH2:10][CH2:9]3)[N:7]=2)=[CH:34][CH:33]=1)=[O:24])([CH3:29])([CH3:27])[CH3:28].